Task: Predict the reactants needed to synthesize the given product.. Dataset: Full USPTO retrosynthesis dataset with 1.9M reactions from patents (1976-2016) (1) Given the product [CH2:13]([O:1][C:2]1[CH:9]=[CH:8][C:7]([I:10])=[CH:6][C:3]=1[CH:4]=[O:5])[C:14]1[CH:19]=[CH:18][CH:17]=[CH:16][CH:15]=1, predict the reactants needed to synthesize it. The reactants are: [OH:1][C:2]1[CH:9]=[CH:8][C:7]([I:10])=[CH:6][C:3]=1[CH:4]=[O:5].[H-].[Na+].[CH2:13](Br)[C:14]1[CH:19]=[CH:18][CH:17]=[CH:16][CH:15]=1.O. (2) Given the product [OH:44][C:21]([CH3:43])([CH3:20])[CH2:22][N:23]1[CH:27]=[C:26]([C:28]2[CH:33]=[CH:32][C:31]([C:2]3[C:11]4[C:6](=[CH:7][CH:8]=[C:9]([C:12]([N:14]5[CH2:17][CH:16]([O:18][CH3:19])[CH2:15]5)=[O:13])[CH:10]=4)[CH:5]=[N:4][CH:3]=3)=[CH:30][CH:29]=2)[CH:25]=[N:24]1, predict the reactants needed to synthesize it. The reactants are: Cl[C:2]1[C:11]2[C:6](=[CH:7][CH:8]=[C:9]([C:12]([N:14]3[CH2:17][CH:16]([O:18][CH3:19])[CH2:15]3)=[O:13])[CH:10]=2)[CH:5]=[N:4][CH:3]=1.[CH3:20][C:21]([OH:44])([CH3:43])[CH2:22][N:23]1[CH:27]=[C:26]([C:28]2[CH:33]=[CH:32][C:31](B3OC(C)(C)C(C)(C)O3)=[CH:30][CH:29]=2)[CH:25]=[N:24]1.[O-]P([O-])([O-])=O.[K+].[K+].[K+]. (3) Given the product [C:44]([O:47][CH2:48][C:49](=[O:50])[NH:51][C:52]1[CH:57]=[C:56]([CH2:58][NH:1][C:2]2[N:3]=[CH:4][S:5][C:6]=2[C:7]([NH:9][C:10]2[CH:23]=[CH:22][C:13]3[O:14][C:15]([F:21])([F:20])[C:16]([F:18])([F:19])[O:17][C:12]=3[CH:11]=2)=[O:8])[CH:55]=[CH:54][N:53]=1)(=[O:46])[CH3:45], predict the reactants needed to synthesize it. The reactants are: [NH2:1][C:2]1[N:3]=[CH:4][S:5][C:6]=1[C:7]([NH:9][C:10]1[CH:23]=[CH:22][C:13]2[O:14][C:15]([F:21])([F:20])[C:16]([F:19])([F:18])[O:17][C:12]=2[CH:11]=1)=[O:8].NC1N=CSC=1C(NC1C=CC2OC(F)(F)OC=2C=1)=O.[C:44]([O:47][CH2:48][C:49]([NH:51][C:52]1[CH:57]=[C:56]([CH2:58]Cl)[CH:55]=[CH:54][N:53]=1)=[O:50])(=[O:46])[CH3:45].CS(OCC1C=CN=C(C(NC)=O)C=1)(=O)=O. (4) Given the product [OH:28][CH2:27][CH2:26][N:29]([CH2:30][CH2:31][OH:32])[C:22]([C:19]1[CH:20]=[CH:21][C:9]2[C:8](=[O:25])[C:7]3[C:6]4[C:14](=[CH:15][C:3]([C:1]#[N:2])=[CH:4][CH:5]=4)[NH:13][C:12]=3[C:11]([CH3:16])([CH3:17])[C:10]=2[CH:18]=1)=[O:23], predict the reactants needed to synthesize it. The reactants are: [C:1]([C:3]1[CH:15]=[C:14]2[C:6]([C:7]3[C:8](=[O:25])[C:9]4[CH:21]=[CH:20][C:19]([C:22](O)=[O:23])=[CH:18][C:10]=4[C:11]([CH3:17])([CH3:16])[C:12]=3[NH:13]2)=[CH:5][CH:4]=1)#[N:2].[CH2:26]([NH:29][CH2:30][CH2:31][OH:32])[CH2:27][OH:28]. (5) Given the product [CH2:1]([O:3][C:4]([C:6]1[CH:11]=[CH:10][C:9]([C:16]2[CH:17]=[CH:18][C:19]([O:22][CH2:23][CH:24]3[CH2:25][CH2:26][N:27]([C:30]([O:32][CH:33]([CH3:35])[CH3:34])=[O:31])[CH2:28][CH2:29]3)=[CH:20][CH:21]=2)=[CH:8][CH:7]=1)=[O:5])[CH3:2], predict the reactants needed to synthesize it. The reactants are: [CH2:1]([O:3][C:4]([C:6]1[CH:11]=[CH:10][C:9](B(O)O)=[CH:8][CH:7]=1)=[O:5])[CH3:2].Br[C:16]1[CH:21]=[CH:20][C:19]([O:22][CH2:23][CH:24]2[CH2:29][CH2:28][N:27]([C:30]([O:32][CH:33]([CH3:35])[CH3:34])=[O:31])[CH2:26][CH2:25]2)=[CH:18][CH:17]=1.